Task: Predict the reaction yield, written as a fraction of the theoretical maximum amount of product (1.0 means a 100% yield; for example, 0.34 means a 34% yield).. Dataset: Reaction yield outcomes from USPTO patents with 853,638 reactions (1) The reactants are O=C1O[C@H]([C@H](CO)O)C([O-])=C1O.[Na+].[C:14]1([C:20]#[CH:21])[CH:19]=[CH:18][CH:17]=[CH:16][CH:15]=1.[CH:22](=[C:27]1[C:32](=[O:33])[O:31][C:30]([CH3:35])([CH3:34])[O:29][C:28]1=[O:36])[CH2:23][CH:24]([CH3:26])[CH3:25]. The catalyst is O.ClCCl.O.C([O-])(=O)C.[Cu+2].C([O-])(=O)C. The product is [CH2:23]([C@H:22]([CH:27]1[C:32](=[O:33])[O:31][C:30]([CH3:34])([CH3:35])[O:29][C:28]1=[O:36])[C:21]#[C:20][C:14]1[CH:19]=[CH:18][CH:17]=[CH:16][CH:15]=1)[CH:24]([CH3:26])[CH3:25]. The yield is 0.850. (2) The reactants are [Br:1][C:2]1[CH:3]=[C:4]([CH:7]=[C:8]([O:12][CH3:13])[C:9]=1[O:10][CH3:11])[CH:5]=O.[C:14]([NH:17][NH2:18])([NH2:16])=[NH:15].[ClH:19]. No catalyst specified. The product is [ClH:19].[Br:1][C:2]1[CH:3]=[C:4]([CH:7]=[C:8]([O:12][CH3:13])[C:9]=1[O:10][CH3:11])[CH:5]=[N:18][NH:17][C:14]([NH2:16])=[NH:15]. The yield is 0.870. (3) The reactants are C1(C[O:8][C:9]2[CH:17]=[C:16]3[C:12]([C:13]([C:18]([O:20][CH2:21][CH3:22])=[O:19])=[CH:14][NH:15]3)=[CH:11][CH:10]=2)C=CC=CC=1.C(N(CC)CC)C.[F:30][C:31]([F:44])([F:43])[S:32](O[S:32]([C:31]([F:44])([F:43])[F:30])(=[O:34])=[O:33])(=[O:34])=[O:33].[CH3:45][C:46]([O:49][C:50](O[C:50]([O:49][C:46]([CH3:48])([CH3:47])[CH3:45])=[O:51])=[O:51])([CH3:48])[CH3:47]. The catalyst is [Pd].C(Cl)(Cl)Cl.CO.C(OCC)(=O)C. The product is [F:30][C:31]([F:44])([F:43])[S:32]([O:8][C:9]1[CH:17]=[C:16]2[C:12]([C:13]([C:18]([O:20][CH2:21][CH3:22])=[O:19])=[CH:14][N:15]2[C:50]([O:49][C:46]([CH3:48])([CH3:47])[CH3:45])=[O:51])=[CH:11][CH:10]=1)(=[O:34])=[O:33]. The yield is 0.510. (4) The reactants are [CH3:1][C:2]1[CH:9]=[CH:8][C:7]([CH3:10])=[CH:6][C:3]=1[CH2:4]Cl.[C:11]([OH:16])(CC)(C)C.[C]=[O:18].[OH-].[Na+].Cl. The catalyst is C([O-])(=O)C.C([O-])(=O)C.C1(P(C2C=CC=CC=2)C2C=CC=CC=2)C=CC=CC=1.C1(P(C2C=CC=CC=2)C2C=CC=CC=2)C=CC=CC=1.[Pd+2].O.N1C=CC=CC=1. The product is [CH3:1][C:2]1[CH:9]=[CH:8][C:7]([CH3:10])=[CH:6][C:3]=1[CH2:4][C:11]([OH:16])=[O:18]. The yield is 0.864. (5) The product is [CH3:15][O:9][C:8](=[O:10])[CH2:7][C:4]1[CH:3]=[C:2]([NH2:1])[NH:6][N:5]=1. No catalyst specified. The reactants are [NH2:1][C:2]1[NH:6][N:5]=[C:4]([CH2:7][C:8]([OH:10])=[O:9])[CH:3]=1.S(Cl)(Cl)=O.[CH3:15]O. The yield is 0.480. (6) The reactants are [CH3:1][N:2]([CH3:16])[CH2:3][CH2:4][N:5]1[CH2:10][CH2:9][O:8][C:7]2[CH:11]=[C:12]([NH2:15])[CH:13]=[CH:14][C:6]1=2.I.[S:18]1[CH:22]=[CH:21][CH:20]=[C:19]1[C:23](SC)=[NH:24]. The yield is 0.540. The product is [CH3:1][N:2]([CH3:16])[CH2:3][CH2:4][N:5]1[CH2:10][CH2:9][O:8][C:7]2[CH:11]=[C:12]([NH:15][C:23]([C:19]3[S:18][CH:22]=[CH:21][CH:20]=3)=[NH:24])[CH:13]=[CH:14][C:6]1=2. The catalyst is CCO.C([O-])(O)=O.[Na+]. (7) The reactants are [H-].[Na+].[CH:3]1[C:13]2[C:12]3[CH:14]=[CH:15][CH:16]=[CH:17][C:11]=3[CH2:10][C:9](=[O:18])[NH:8][C:7]=2[CH:6]=[CH:5][CH:4]=1.[CH3:19]I. The catalyst is CN(C=O)C.C(Cl)Cl.O. The product is [CH3:19][CH:10]1[C:9](=[O:18])[NH:8][C:7]2[CH:6]=[CH:5][CH:4]=[CH:3][C:13]=2[C:12]2[CH:14]=[CH:15][CH:16]=[CH:17][C:11]1=2. The yield is 0.630.